From a dataset of Catalyst prediction with 721,799 reactions and 888 catalyst types from USPTO. Predict which catalyst facilitates the given reaction. (1) Reactant: Cl[C:2]1[CH:3]=[CH:4][C:5]2[N:6]([CH:8]=[CH:9][N:10]=2)[N:7]=1.[OH:11][C:12]1[CH:13]=[C:14]([CH:19]=[CH:20][CH:21]=1)[C:15]([O:17][CH3:18])=[O:16].C(=O)([O-])[O-].[K+].[K+].CN1CCCC1=O. Product: [N:10]1[CH:9]=[CH:8][N:6]2[C:5]=1[CH:4]=[CH:3][C:2]([O:11][C:12]1[CH:13]=[C:14]([CH:19]=[CH:20][CH:21]=1)[C:15]([O:17][CH3:18])=[O:16])=[N:7]2. The catalyst class is: 6. (2) Reactant: C[O:2][C:3](=[O:38])[C@H:4]([OH:37])[CH2:5][NH:6][C:7](=[O:36])[C:8]1[CH:13]=[CH:12][C:11]([CH:14]([O:19][C:20]2[CH:25]=[CH:24][C:23]([C:26]3[CH:31]=[CH:30][C:29]([C:32]([CH3:35])([CH3:34])[CH3:33])=[CH:28][CH:27]=3)=[CH:22][CH:21]=2)[CH2:15][CH:16]([CH3:18])[CH3:17])=[CH:10][CH:9]=1.[OH-].[Na+]. Product: [C:32]([C:29]1[CH:28]=[CH:27][C:26]([C:23]2[CH:24]=[CH:25][C:20]([O:19][CH:14]([C:11]3[CH:10]=[CH:9][C:8]([C:7]([NH:6][CH2:5][C@@H:4]([OH:37])[C:3]([OH:38])=[O:2])=[O:36])=[CH:13][CH:12]=3)[CH2:15][CH:16]([CH3:18])[CH3:17])=[CH:21][CH:22]=2)=[CH:31][CH:30]=1)([CH3:34])([CH3:35])[CH3:33]. The catalyst class is: 5. (3) Reactant: [Si:1]([O:8][C:9]1[CH:15]=[CH:14][C:13]([N+:16]([O-:18])=[O:17])=[CH:12][C:10]=1[NH2:11])([C:4]([CH3:7])([CH3:6])[CH3:5])([CH3:3])[CH3:2].N1C=CC=CC=1.[Cl:25][CH2:26][C:27](Cl)=[O:28]. Product: [Si:1]([O:8][C:9]1[CH:15]=[CH:14][C:13]([N+:16]([O-:18])=[O:17])=[CH:12][C:10]=1[NH:11][C:27](=[O:28])[CH2:26][Cl:25])([C:4]([CH3:7])([CH3:6])[CH3:5])([CH3:3])[CH3:2]. The catalyst class is: 2. (4) Reactant: [N:1]1[CH:6]=[CH:5][C:4]([C:7]2[CH:12]=[CH:11][C:10]([CH2:13][C:14]([OH:16])=O)=[CH:9][CH:8]=2)=[CH:3][N:2]=1.[C:17]1([C:23]2[CH:24]=[CH:25][C:26]([NH2:29])=[N:27][CH:28]=2)[CH:22]=[CH:21][CH:20]=[CH:19][CH:18]=1.F[P-](F)(F)(F)(F)F.N1(OC(N(C)C)=[N+](C)C)C2N=CC=CC=2N=N1.CCN(C(C)C)C(C)C. Product: [C:17]1([C:23]2[CH:24]=[CH:25][C:26]([NH:29][C:14](=[O:16])[CH2:13][C:10]3[CH:9]=[CH:8][C:7]([C:4]4[CH:5]=[CH:6][N:1]=[N:2][CH:3]=4)=[CH:12][CH:11]=3)=[N:27][CH:28]=2)[CH:18]=[CH:19][CH:20]=[CH:21][CH:22]=1. The catalyst class is: 3. (5) Reactant: [CH3:1][NH:2][C:3]([CH:5]1[CH2:10][N:9]([C:11]2[C:16]([Cl:17])=[CH:15][C:14]([CH2:18][OH:19])=[CH:13][N:12]=2)[CH2:8][CH2:7][NH:6]1)=[O:4].Cl[C:21]1[NH:25][C:24]2[CH:26]=[C:27]([C:39]([F:42])([F:41])[F:40])[CH:28]=[C:29]([C:30]3[CH:35]=[C:34]([F:36])[C:33]([F:37])=[C:32]([F:38])[CH:31]=3)[C:23]=2[N:22]=1. Product: [CH3:1][NH:2][C:3]([CH:5]1[CH2:10][N:9]([C:11]2[C:16]([Cl:17])=[CH:15][C:14]([CH2:18][OH:19])=[CH:13][N:12]=2)[CH2:8][CH2:7][N:6]1[C:21]1[NH:22][C:23]2[C:29]([C:30]3[CH:31]=[C:32]([F:38])[C:33]([F:37])=[C:34]([F:36])[CH:35]=3)=[CH:28][C:27]([C:39]([F:42])([F:40])[F:41])=[CH:26][C:24]=2[N:25]=1)=[O:4]. The catalyst class is: 14. (6) Product: [O:22]1[C:18]([C:11]2[C:12]3[C:17](=[CH:16][CH:15]=[CH:14][CH:13]=3)[C:8]([NH2:7])=[CH:9][CH:10]=2)=[CH:19][N:20]=[CH:21]1. Reactant: C(OC(=O)[NH:7][C:8]1[C:17]2[C:12](=[CH:13][CH:14]=[CH:15][CH:16]=2)[C:11]([C:18]2[O:22][CH:21]=[N:20][CH:19]=2)=[CH:10][CH:9]=1)(C)(C)C. The catalyst class is: 55. (7) Reactant: Br[C:2]1[CH:7]=[C:6]([CH3:8])[C:5]([CH:9]2[C:13](=[O:14])[C:12](=[CH:15][CH:16]3[CH2:21][CH2:20][O:19][CH2:18][CH2:17]3)[CH2:11][C:10]2=[O:22])=[C:4]([CH3:23])[CH:3]=1.[H][H]. Product: [CH3:23][C:4]1[CH:3]=[CH:2][CH:7]=[C:6]([CH3:8])[C:5]=1[CH:9]1[C:13](=[O:14])[CH:12]([CH2:15][CH:16]2[CH2:21][CH2:20][O:19][CH2:18][CH2:17]2)[CH2:11][C:10]1=[O:22]. The catalyst class is: 19. (8) Reactant: Cl[C:2]1[C:3]2[CH2:17][CH2:16][CH2:15][C:4]=2[N:5]=[C:6]([C:8]2[CH:13]=[CH:12][CH:11]=[C:10]([Cl:14])[CH:9]=2)[N:7]=1.CN1C(=O)CCC1.[CH3:25][C:26]1[CH:34]=[CH:33][C:29]([CH2:30][Mg]Cl)=[CH:28][CH:27]=1.[Cl-]. Product: [Cl:14][C:10]1[CH:9]=[C:8]([C:6]2[N:7]=[C:2]([CH2:25][C:26]3[CH:34]=[CH:33][C:29]([CH3:30])=[CH:28][CH:27]=3)[C:3]3[CH2:17][CH2:16][CH2:15][C:4]=3[N:5]=2)[CH:13]=[CH:12][CH:11]=1. The catalyst class is: 1.